From a dataset of Reaction yield outcomes from USPTO patents with 853,638 reactions. Predict the reaction yield, written as a fraction of the theoretical maximum amount of product (1.0 means a 100% yield; for example, 0.34 means a 34% yield). (1) The product is [CH2:15]([NH:22][C:2]1[CH:7]=[CH:6][C:5]([N+:8]([O-:10])=[O:9])=[CH:4][C:3]=1[S:11]([NH2:14])(=[O:13])=[O:12])[C:16]1[CH:21]=[CH:20][CH:19]=[CH:18][CH:17]=1. The reactants are Cl[C:2]1[CH:7]=[CH:6][C:5]([N+:8]([O-:10])=[O:9])=[CH:4][C:3]=1[S:11]([NH2:14])(=[O:13])=[O:12].[CH2:15]([NH2:22])[C:16]1[CH:21]=[CH:20][CH:19]=[CH:18][CH:17]=1.C(N(CC)CC)C. The yield is 0.840. The catalyst is C(#N)C. (2) The reactants are [CH3:1][O:2][CH2:3][CH2:4][CH2:5][O:6][C:7]1[CH:8]=[C:9]([CH:28]=[CH:29][C:30]=1[O:31][CH3:32])[CH2:10][C@H:11]([CH:25]([CH3:27])[CH3:26])[CH2:12][CH:13]([NH:17][C:18](=[O:24])[O:19]C(C)(C)C)[CH:14]1[CH2:16]O1.[C:33]1([CH2:39][S:40]([NH2:43])(=[O:42])=[O:41])[CH:38]=[CH:37][CH:36]=[CH:35][CH:34]=1.CC(O)(C)C.Cl. The catalyst is CC([O-])(C)C.[K+]. The product is [CH3:1][O:2][CH2:3][CH2:4][CH2:5][O:6][C:7]1[CH:8]=[C:9]([CH:28]=[CH:29][C:30]=1[O:31][CH3:32])[CH2:10][C@H:11]([CH:25]([CH3:27])[CH3:26])[CH2:12][C@H:13]1[C@H:14]([CH2:16][NH:43][S:40]([CH2:39][C:33]2[CH:34]=[CH:35][CH:36]=[CH:37][CH:38]=2)(=[O:41])=[O:42])[O:19][C:18](=[O:24])[NH:17]1. The yield is 0.130. (3) The reactants are Cl[C:2]1[CH:7]=[CH:6][C:5]2=[N:8][C:9]3[C:22]4[CH:21]=[CH:20][CH:19]=[CH:18][C:17]=4[N:16]([CH3:23])[C:15]4[C:10]=3[C:11]([CH:12]=[CH:13][CH:14]=4)=[C:4]2[CH:3]=1.[C:24]([NH2:28])(=[O:27])[CH:25]=[CH2:26]. No catalyst specified. The product is [CH3:23][N:16]1[C:15]2[C:10]3[C:11](=[C:4]4[C:5](=[N:8][C:9]=3[C:22]3[CH:21]=[CH:20][CH:19]=[CH:18][C:17]1=3)[CH:6]=[CH:7][C:2](/[CH:26]=[CH:25]/[C:24]([NH2:28])=[O:27])=[CH:3]4)[CH:12]=[CH:13][CH:14]=2. The yield is 0.910.